From a dataset of Forward reaction prediction with 1.9M reactions from USPTO patents (1976-2016). Predict the product of the given reaction. (1) Given the reactants [O:1]=[S:2]1[C:8]2[CH:9]=[CH:10][CH:11]=[CH:12][C:7]=2[CH2:6][N:5]([C:13]2[NH:14][C:15](=O)[C:16]3[S:21][C:20]([CH3:22])=[CH:19][C:17]=3[N:18]=2)[CH2:4][CH2:3]1.[O:24]1[CH2:27][C:26]([CH2:30][NH2:31])([CH2:28][NH2:29])[CH2:25]1, predict the reaction product. The product is: [NH2:29][CH2:28][C:26]1([CH2:30][NH:31][C:15]2[C:16]3[S:21][C:20]([CH3:22])=[CH:19][C:17]=3[N:18]=[C:13]([N:5]3[CH2:6][C:7]4[CH:12]=[CH:11][CH:10]=[CH:9][C:8]=4[S:2](=[O:1])[CH2:3][CH2:4]3)[N:14]=2)[CH2:27][O:24][CH2:25]1. (2) Given the reactants F[C:2]1[CH:7]=[CH:6][CH:5]=[CH:4][C:3]=1[CH2:8][C:9](=[O:15])[C:10]([O:12][CH2:13][CH3:14])=[O:11].[Cl:16]C1C=CC=CC=1CCl.[Mg].C(OCC)(=O)C(OCC)=O, predict the reaction product. The product is: [Cl:16][C:2]1[CH:7]=[CH:6][CH:5]=[CH:4][C:3]=1[CH2:8][C:9](=[O:15])[C:10]([O:12][CH2:13][CH3:14])=[O:11].